Dataset: Peptide-MHC class II binding affinity with 134,281 pairs from IEDB. Task: Regression. Given a peptide amino acid sequence and an MHC pseudo amino acid sequence, predict their binding affinity value. This is MHC class II binding data. The peptide sequence is RTKYTATISGLKPGV. The MHC is HLA-DQA10101-DQB10501 with pseudo-sequence HLA-DQA10101-DQB10501. The binding affinity (normalized) is 0.126.